The task is: Predict the reaction yield, written as a fraction of the theoretical maximum amount of product (1.0 means a 100% yield; for example, 0.34 means a 34% yield).. This data is from Reaction yield outcomes from USPTO patents with 853,638 reactions. (1) The reactants are [NH2:1][C:2]1[CH:7]=[CH:6][CH:5]=[CH:4][CH:3]=1.[Br:8][C:9]1[CH:10]=[CH:11][C:12]([OH:17])=[C:13]([CH:16]=1)[CH:14]=O.C(O[BH-](OC(=O)C)OC(=O)C)(=O)C.[Na+].[Cl-].[NH4+]. The yield is 0.640. The catalyst is ClCCCl. The product is [Br:8][C:9]1[CH:10]=[CH:11][C:12]([OH:17])=[C:13]([CH2:14][NH:1][C:2]2[CH:7]=[CH:6][CH:5]=[CH:4][CH:3]=2)[CH:16]=1. (2) The reactants are [OH:1][CH2:2][CH2:3][CH2:4][N:5]1[CH:9]=[C:8]([C:10]2[CH:11]=[CH:12][C:13]([NH:21][C:22]3[C:27]([C:28]([F:31])([F:30])[F:29])=[CH:26][N:25]=[C:24]([NH:32][C:33]4[CH:47]=[CH:46][C:36]([CH2:37][P:38](=[O:45])([O:42][CH2:43][CH3:44])[O:39][CH2:40][CH3:41])=[CH:35][C:34]=4[O:48][CH3:49])[N:23]=3)=[C:14]3C=2C[N:16]([CH3:19])[C:15]3=[O:20])[CH:7]=[N:6]1.[NH2:50]C1C(C(NC)=O)=NC(C2C=NN(CCCO)C=2)=CC=1. No catalyst specified. The product is [OH:1][CH2:2][CH2:3][CH2:4][N:5]1[CH:9]=[C:8]([C:10]2[N:50]=[C:14]([C:15](=[O:20])[NH:16][CH3:19])[C:13]([NH:21][C:22]3[C:27]([C:28]([F:29])([F:31])[F:30])=[CH:26][N:25]=[C:24]([NH:32][C:33]4[CH:47]=[CH:46][C:36]([CH2:37][P:38](=[O:45])([O:42][CH2:43][CH3:44])[O:39][CH2:40][CH3:41])=[CH:35][C:34]=4[O:48][CH3:49])[N:23]=3)=[CH:12][CH:11]=2)[CH:7]=[N:6]1. The yield is 0.680.